This data is from NCI-60 drug combinations with 297,098 pairs across 59 cell lines. The task is: Regression. Given two drug SMILES strings and cell line genomic features, predict the synergy score measuring deviation from expected non-interaction effect. (1) Drug 1: CCCS(=O)(=O)NC1=C(C(=C(C=C1)F)C(=O)C2=CNC3=C2C=C(C=N3)C4=CC=C(C=C4)Cl)F. Drug 2: C1=CC(=CC=C1CCCC(=O)O)N(CCCl)CCCl. Cell line: MCF7. Synergy scores: CSS=31.0, Synergy_ZIP=3.07, Synergy_Bliss=2.58, Synergy_Loewe=-0.0922, Synergy_HSA=1.50. (2) Drug 1: CCN(CC)CCCC(C)NC1=C2C=C(C=CC2=NC3=C1C=CC(=C3)Cl)OC. Drug 2: CC(C)CN1C=NC2=C1C3=CC=CC=C3N=C2N. Cell line: UACC62. Synergy scores: CSS=19.9, Synergy_ZIP=4.75, Synergy_Bliss=8.08, Synergy_Loewe=8.77, Synergy_HSA=7.61.